This data is from Peptide-MHC class I binding affinity with 185,985 pairs from IEDB/IMGT. The task is: Regression. Given a peptide amino acid sequence and an MHC pseudo amino acid sequence, predict their binding affinity value. This is MHC class I binding data. (1) The peptide sequence is SLPANVPTPR. The MHC is HLA-B27:05 with pseudo-sequence HLA-B27:05. The binding affinity (normalized) is 0.282. (2) The peptide sequence is MTLMKGASKR. The binding affinity (normalized) is 0.610. The MHC is HLA-A33:01 with pseudo-sequence HLA-A33:01.